This data is from Merck oncology drug combination screen with 23,052 pairs across 39 cell lines. The task is: Regression. Given two drug SMILES strings and cell line genomic features, predict the synergy score measuring deviation from expected non-interaction effect. (1) Drug 1: O=c1[nH]cc(F)c(=O)[nH]1. Drug 2: O=C(NOCC(O)CO)c1ccc(F)c(F)c1Nc1ccc(I)cc1F. Cell line: ZR751. Synergy scores: synergy=-7.02. (2) Drug 1: COc1cc(C2c3cc4c(cc3C(OC3OC5COC(C)OC5C(O)C3O)C3COC(=O)C23)OCO4)cc(OC)c1O. Drug 2: O=C(CCCCCCC(=O)Nc1ccccc1)NO. Cell line: LNCAP. Synergy scores: synergy=28.6. (3) Cell line: HT144. Synergy scores: synergy=3.94. Drug 1: Nc1ccn(C2OC(CO)C(O)C2(F)F)c(=O)n1. Drug 2: O=C(O)C1(Cc2cccc(Nc3nccs3)n2)CCC(Oc2cccc(Cl)c2F)CC1. (4) Drug 1: CCC1(O)CC2CN(CCc3c([nH]c4ccccc34)C(C(=O)OC)(c3cc4c(cc3OC)N(C)C3C(O)(C(=O)OC)C(OC(C)=O)C5(CC)C=CCN6CCC43C65)C2)C1. Drug 2: CS(=O)(=O)CCNCc1ccc(-c2ccc3ncnc(Nc4ccc(OCc5cccc(F)c5)c(Cl)c4)c3c2)o1. Cell line: UACC62. Synergy scores: synergy=-0.768. (5) Cell line: KPL1. Drug 1: CN1C(=O)C=CC2(C)C3CCC4(C)C(NC(=O)OCC(F)(F)F)CCC4C3CCC12. Drug 2: CCC1(O)C(=O)OCc2c1cc1n(c2=O)Cc2cc3c(CN(C)C)c(O)ccc3nc2-1. Synergy scores: synergy=20.5. (6) Drug 1: Cn1nnc2c(C(N)=O)ncn2c1=O. Drug 2: Cc1nc(Nc2ncc(C(=O)Nc3c(C)cccc3Cl)s2)cc(N2CCN(CCO)CC2)n1. Cell line: NCIH2122. Synergy scores: synergy=-93.8. (7) Drug 1: COc1cccc2c1C(=O)c1c(O)c3c(c(O)c1C2=O)CC(O)(C(=O)CO)CC3OC1CC(N)C(O)C(C)O1. Drug 2: O=C(CCCCCCC(=O)Nc1ccccc1)NO. Cell line: SW620. Synergy scores: synergy=-2.41. (8) Drug 1: COC1CC2CCC(C)C(O)(O2)C(=O)C(=O)N2CCCCC2C(=O)OC(C(C)CC2CCC(OP(C)(C)=O)C(OC)C2)CC(=O)C(C)C=C(C)C(O)C(OC)C(=O)C(C)CC(C)C=CC=CC=C1C. Drug 2: CCc1cnn2c(NCc3ccc[n+]([O-])c3)cc(N3CCCCC3CCO)nc12. Cell line: SW620. Synergy scores: synergy=-5.39. (9) Drug 1: C=CCn1c(=O)c2cnc(Nc3ccc(N4CCN(C)CC4)cc3)nc2n1-c1cccc(C(C)(C)O)n1. Drug 2: C#Cc1cccc(Nc2ncnc3cc(OCCOC)c(OCCOC)cc23)c1. Cell line: RKO. Synergy scores: synergy=3.12.